Dataset: Full USPTO retrosynthesis dataset with 1.9M reactions from patents (1976-2016). Task: Predict the reactants needed to synthesize the given product. (1) Given the product [CH3:26][O:25][C:7]1[C:8]([CH3:24])=[C:9]2[C:4]([C:1]([OH:3])=[CH:2][C:11]([C:13]3[S:14][CH:15]=[C:16]([C:18]#[CH:19])[N:17]=3)=[N:10]2)=[CH:5][CH:6]=1, predict the reactants needed to synthesize it. The reactants are: [C:1]([C:4]1[C:9]([NH:10][C:11]([C:13]2[S:14][CH:15]=[C:16]([C:18]#[C:19][Si](C)(C)C)[N:17]=2)=O)=[C:8]([CH3:24])[C:7]([O:25][CH3:26])=[CH:6][CH:5]=1)(=[O:3])[CH3:2].CC(C)([O-])C.[K+]. (2) Given the product [CH2:7]([O:14][C:15]1[CH:16]=[CH:17][C:18]([C:21]2([CH2:25][NH2:26])[CH2:24][CH2:23][CH2:22]2)=[CH:19][CH:20]=1)[C:8]1[CH:9]=[CH:10][CH:11]=[CH:12][CH:13]=1, predict the reactants needed to synthesize it. The reactants are: [H-].[Al+3].[Li+].[H-].[H-].[H-].[CH2:7]([O:14][C:15]1[CH:20]=[CH:19][C:18]([C:21]2([C:25]#[N:26])[CH2:24][CH2:23][CH2:22]2)=[CH:17][CH:16]=1)[C:8]1[CH:13]=[CH:12][CH:11]=[CH:10][CH:9]=1.C(C(C(C([O-])=O)O)O)([O-])=O.[Na+].[K+]. (3) Given the product [Cl:1][C:2]1[CH:3]=[C:4]([NH2:16])[CH:5]=[CH:6][C:7]=1[O:8][CH2:9][CH2:10][N:11]([CH2:14][CH3:15])[CH2:12][CH3:13], predict the reactants needed to synthesize it. The reactants are: [Cl:1][C:2]1[CH:3]=[C:4]([N+:16]([O-])=O)[CH:5]=[CH:6][C:7]=1[O:8][CH2:9][CH2:10][N:11]([CH2:14][CH3:15])[CH2:12][CH3:13]. (4) Given the product [F:1][C:2]1[C:3]([C:15]([C:21]2[CH:22]=[CH:23][C:18]([F:17])=[CH:19][CH:20]=2)=[O:27])=[N:4][CH:5]=[CH:6][C:7]=1[C:8]1[CH:9]=[N:10][CH:11]=[CH:12][C:13]=1[CH3:14], predict the reactants needed to synthesize it. The reactants are: [F:1][C:2]1[C:3]([C:15]#N)=[N:4][CH:5]=[CH:6][C:7]=1[C:8]1[CH:9]=[N:10][CH:11]=[CH:12][C:13]=1[CH3:14].[F:17][C:18]1[CH:23]=[CH:22][C:21]([Mg]Br)=[CH:20][CH:19]=1.Cl.[OH-:27].[Na+]. (5) Given the product [CH:31]1([O:36][CH:37]2[CH2:42][CH2:41][N:40]([C:11]([C:10]3[CH:14]=[C:15]([CH:16]=[CH:17][CH:9]=3)[CH2:18][C:19]3[C:28]4[C:23](=[CH:24][CH:25]=[CH:26][CH:27]=4)[C:22](=[O:29])[NH:21][N:20]=3)=[O:13])[CH2:39][CH2:38]2)[CH2:35][CH2:34][CH2:33][CH2:32]1, predict the reactants needed to synthesize it. The reactants are: C(N(CC)CC)C.F[C:9]1[CH:17]=[CH:16][C:15]([CH2:18][C:19]2[C:28]3[C:23](=[CH:24][CH:25]=[CH:26][CH:27]=3)[C:22](=[O:29])[NH:21][N:20]=2)=[CH:14][C:10]=1[C:11]([OH:13])=O.Cl.[CH:31]1([O:36][CH:37]2[CH2:42][CH2:41][NH:40][CH2:39][CH2:38]2)[CH2:35][CH2:34][CH2:33][CH2:32]1.F[P-](F)(F)(F)(F)F.N1(OC(N(C)C)=[N+](C)C)C2C=CC=CC=2N=N1.